From a dataset of Forward reaction prediction with 1.9M reactions from USPTO patents (1976-2016). Predict the product of the given reaction. (1) Given the reactants [CH3:1][C:2]1[N:3]=[CH:4][C:5]([C:8]([OH:10])=O)=[N:6][CH:7]=1.CN(C)C=O.ON1C2C=CC=CC=2N=N1.Cl.CN(C)CCCN=C=NCC.C(N(CC)C(C)C)(C)C.[CH2:47]([NH:49][C:50]([NH:52][C:53]1[CH:58]=[CH:57][C:56]([C:59]2[N:60]=[C:61]([N:69]3[CH2:74][CH2:73][O:72][CH2:71][CH2:70]3)[C:62]3[CH2:68][CH2:67][NH:66][CH2:65][C:63]=3[N:64]=2)=[CH:55][CH:54]=1)=[O:51])[CH3:48], predict the reaction product. The product is: [CH2:47]([NH:49][C:50]([NH:52][C:53]1[CH:54]=[CH:55][C:56]([C:59]2[N:60]=[C:61]([N:69]3[CH2:70][CH2:71][O:72][CH2:73][CH2:74]3)[C:62]3[CH2:68][CH2:67][N:66]([C:8]([C:5]4[CH:4]=[N:3][C:2]([CH3:1])=[CH:7][N:6]=4)=[O:10])[CH2:65][C:63]=3[N:64]=2)=[CH:57][CH:58]=1)=[O:51])[CH3:48]. (2) Given the reactants [O:1]1[CH2:6][CH:5]=[C:4]([C:7]2[CH:19]=[CH:18][C:10]([CH2:11][C@@H:12]([C:14]([O:16]C)=[O:15])[NH2:13])=[CH:9][CH:8]=2)[CH2:3][CH2:2]1.C(N(CC)CC)C.[CH3:27][C:28]1[CH:36]=[CH:35][CH:34]=[C:33]([CH3:37])[C:29]=1[C:30](O)=[O:31].CN(C(ON1N=NC2C=CC=NC1=2)=[N+](C)C)C.F[P-](F)(F)(F)(F)F, predict the reaction product. The product is: [O:1]1[CH2:6][CH:5]=[C:4]([C:7]2[CH:19]=[CH:18][C:10]([CH2:11][C@@H:12]([C:14]([OH:16])=[O:15])[NH:13][C:30](=[O:31])[C:29]3[C:33]([CH3:37])=[CH:34][CH:35]=[CH:36][C:28]=3[CH3:27])=[CH:9][CH:8]=2)[CH2:3][CH2:2]1. (3) The product is: [Br:17][C:3]1[CH:4]=[C:5]([C:8]([C:10]2[CH:15]=[CH:14][C:13]([O:16][S:26]([CH3:25])(=[O:28])=[O:27])=[C:12]([CH3:30])[CH:11]=2)=[CH2:9])[CH:6]=[CH:7][C:2]=1[F:1]. Given the reactants [F:1][C:2]1[CH:7]=[CH:6][C:5]([C:8]([C:10]2[CH:15]=[CH:14][C:13]([OH:16])=[CH:12][CH:11]=2)=[CH2:9])=[CH:4][C:3]=1[Br:17].C(N(CC)CC)C.[CH3:25][S:26](Cl)(=[O:28])=[O:27].[C:30](OCC)(=O)C.C1CCCCC1, predict the reaction product. (4) Given the reactants [F:1][C:2]([F:17])([S:13]([O-:16])(=[O:15])=[O:14])[C:3]([F:12])([F:11])[C:4]([F:10])([F:9])[C:5]([F:8])([F:7])[F:6].[K+].[Br-].[O:20]=[C:21]([C:28]([CH3:31])([CH3:30])[CH3:29])[CH2:22][S+:23]1[CH2:27][CH2:26][CH2:25][CH2:24]1.C(OCC)(=O)C, predict the reaction product. The product is: [F:17][C:2]([F:1])([S:13]([O-:16])(=[O:15])=[O:14])[C:3]([F:11])([F:12])[C:4]([F:10])([F:9])[C:5]([F:8])([F:7])[F:6].[O:20]=[C:21]([C:28]([CH3:31])([CH3:30])[CH3:29])[CH2:22][S+:23]1[CH2:27][CH2:26][CH2:25][CH2:24]1. (5) Given the reactants [CH2:1]1[N:6]([CH2:7][C:8]([NH:10][CH:11]2[CH:16]3[CH2:17][C:18]4(O)[CH2:20][CH:12]2[CH2:13][CH:14]([CH2:19]4)[CH2:15]3)=[O:9])[CH2:5][CH2:4][N:3]([C:22]2[CH:27]=[CH:26][C:25]([C:28]([F:31])([F:30])[F:29])=[CH:24][N:23]=2)[CH2:2]1.C(N(S(F)(F)[F:38])CC)C, predict the reaction product. The product is: [CH2:1]1[N:6]([CH2:7][C:8]([NH:10][CH:11]2[CH:16]3[CH2:17][C:18]4([F:38])[CH2:20][CH:12]2[CH2:13][CH:14]([CH2:19]4)[CH2:15]3)=[O:9])[CH2:5][CH2:4][N:3]([C:22]2[CH:27]=[CH:26][C:25]([C:28]([F:31])([F:30])[F:29])=[CH:24][N:23]=2)[CH2:2]1. (6) The product is: [F:1][C:2]1[CH:3]=[CH:4][C:5]([C@:8]2([CH2:30][CH2:31][CH2:32][OH:33])[O:13][C:12](=[O:14])[N:11]([C@H:15]([C:17]3[CH:22]=[CH:21][C:20]([C:23]4[CH:28]=[CH:27][N:26]([CH3:34])[C:25](=[O:29])[N:24]=4)=[CH:19][CH:18]=3)[CH3:16])[CH2:10][CH2:9]2)=[CH:6][CH:7]=1. Given the reactants [F:1][C:2]1[CH:7]=[CH:6][C:5]([C@:8]2([CH2:30][CH2:31][CH2:32][OH:33])[O:13][C:12](=[O:14])[N:11]([C@H:15]([C:17]3[CH:22]=[CH:21][C:20]([C:23]4[CH:28]=[CH:27][N:26]=[C:25]([OH:29])[N:24]=4)=[CH:19][CH:18]=3)[CH3:16])[CH2:10][CH2:9]2)=[CH:4][CH:3]=1.[CH3:34]C([Si](Cl)(C)C)(C)C.[H-].[Na+].CI.[N+](CC)(CC)(CC)CC.[F-], predict the reaction product. (7) Given the reactants [NH2:1][C:2]1[C:3]([C:7]2[NH:8][C:9]3[C:10]([N:24]=2)=[CH:11][C:12]2[C:13]([CH3:23])([CH3:22])[C:14](=[O:21])[N:15]([CH:18]([CH3:20])[CH3:19])[C:16]=2[CH:17]=3)=[N:4][NH:5][CH:6]=1.[N:25]1([C:31](Cl)=[O:32])[CH2:30][CH2:29][CH2:28][CH2:27][CH2:26]1, predict the reaction product. The product is: [CH:18]([N:15]1[C:16]2[CH:17]=[C:9]3[NH:8][C:7]([C:3]4[C:2]([NH:1][C:31]([N:25]5[CH2:30][CH2:29][CH2:28][CH2:27][CH2:26]5)=[O:32])=[CH:6][NH:5][N:4]=4)=[N:24][C:10]3=[CH:11][C:12]=2[C:13]([CH3:22])([CH3:23])[C:14]1=[O:21])([CH3:19])[CH3:20]. (8) Given the reactants [NH:1]1[CH:5]=[C:4]([CH2:6][CH2:7][OH:8])[CH:3]=[N:2]1.[CH3:9][S:10](Cl)(=[O:12])=[O:11].C(N(CC)C(C)C)(C)C, predict the reaction product. The product is: [CH3:9][S:10]([O:8][CH2:7][CH2:6][C:4]1[CH:5]=[N:1][N:2]([S:10]([CH3:9])(=[O:12])=[O:11])[CH:3]=1)(=[O:12])=[O:11].